This data is from Catalyst prediction with 721,799 reactions and 888 catalyst types from USPTO. The task is: Predict which catalyst facilitates the given reaction. Reactant: [Br:1][C:2]1[CH:3]=[C:4]([OH:11])[CH:5]=[C:6]([N+:8]([O-:10])=[O:9])[CH:7]=1.C([O-])([O-])=O.[K+].[K+].Br[CH2:19][C:20]([O:22][CH3:23])=[O:21].C(OCC)(=O)C. Product: [Br:1][C:2]1[CH:3]=[C:4]([CH:5]=[C:6]([N+:8]([O-:10])=[O:9])[CH:7]=1)[O:11][CH2:19][C:20]([O:22][CH3:23])=[O:21]. The catalyst class is: 3.